Dataset: Reaction yield outcomes from USPTO patents with 853,638 reactions. Task: Predict the reaction yield, written as a fraction of the theoretical maximum amount of product (1.0 means a 100% yield; for example, 0.34 means a 34% yield). (1) The reactants are C([Si]([O:8][C:9]1[CH:14]=[C:13]([C:15]([F:18])([F:17])[F:16])[CH:12]=[CH:11][C:10]=1[CH:19]1[CH2:21][CH2:20]1)(C)C)(C)(C)C.C1(B(O)O)CC1. No catalyst specified. The product is [CH:19]1([C:10]2[CH:11]=[CH:12][C:13]([C:15]([F:17])([F:18])[F:16])=[CH:14][C:9]=2[OH:8])[CH2:20][CH2:21]1. The yield is 0.530. (2) The reactants are Cl.[CH3:2][O:3][C:4]1[CH:9]=[CH:8][CH:7]=[CH:6][C:5]=1[N:10]1[CH2:15][CH2:14][NH:13][CH2:12][CH2:11]1. The catalyst is O. The product is [CH3:2][O:3][C:4]1[CH:9]=[CH:8][CH:7]=[CH:6][C:5]=1[N:10]1[CH2:15][CH2:14][NH:13][CH2:12][CH2:11]1. The yield is 0.960. (3) The reactants are Cl[C:2]1[N:7]=[CH:6][C:5]([C:8]([O:10][CH3:11])=[O:9])=[CH:4][N:3]=1.[CH2:12]([N:14]1[CH2:20][CH2:19][CH2:18][NH:17][CH2:16][CH2:15]1)[CH3:13].C(N(C(C)C)C(C)C)C. The catalyst is ClCCl. The product is [CH2:12]([N:14]1[CH2:20][CH2:19][CH2:18][N:17]([C:2]2[N:7]=[CH:6][C:5]([C:8]([O:10][CH3:11])=[O:9])=[CH:4][N:3]=2)[CH2:16][CH2:15]1)[CH3:13]. The yield is 0.870. (4) The reactants are [NH2:1][C:2]1[N:7]=[CH:6][N:5]=[C:4]2[N:8]([CH2:26][C@H:27]3[CH2:31][CH2:30][CH2:29][N:28]3C(OC(C)(C)C)=O)[N:9]=[C:10]([C:11]3[CH:16]=[CH:15][C:14]([O:17][C:18]4[C:23]([F:24])=[CH:22][CH:21]=[CH:20][C:19]=4[F:25])=[CH:13][CH:12]=3)[C:3]=12.FC(F)(F)C(O)=O. The catalyst is ClCCl. The product is [F:25][C:19]1[CH:20]=[CH:21][CH:22]=[C:23]([F:24])[C:18]=1[O:17][C:14]1[CH:13]=[CH:12][C:11]([C:10]2[C:3]3[C:4](=[N:5][CH:6]=[N:7][C:2]=3[NH2:1])[N:8]([CH2:26][C@H:27]3[CH2:31][CH2:30][CH2:29][NH:28]3)[N:9]=2)=[CH:16][CH:15]=1. The yield is 0.880. (5) The reactants are C[O:2][C:3](=O)[C:4]1[CH:9]=[CH:8][C:7]([NH:10][C:11](=[O:27])[C@@H:12]([C:19]2[CH:24]=[CH:23][C:22]([Cl:25])=[C:21]([Cl:26])[CH:20]=2)[CH2:13][CH:14]2[CH2:18][CH2:17][CH2:16][CH2:15]2)=[N:6][CH:5]=1.[H-].[Al+3].[Li+].[H-].[H-].[H-]. The catalyst is C(OCC)C.O. The product is [CH:14]1([CH2:13][CH:12]([C:19]2[CH:24]=[CH:23][C:22]([Cl:25])=[C:21]([Cl:26])[CH:20]=2)[C:11]([NH:10][C:7]2[CH:8]=[CH:9][C:4]([CH2:3][OH:2])=[CH:5][N:6]=2)=[O:27])[CH2:15][CH2:16][CH2:17][CH2:18]1. The yield is 0.350. (6) The reactants are [CH2:1]([O:3][CH:4]([O:19][CH2:20][CH3:21])[P:5]([CH:10]([CH3:18])[CH:11]([F:17])[C:12](OCC)=[O:13])([O:7][CH2:8][CH3:9])=[O:6])[CH3:2].[OH-].[NH4+:23]. The yield is 0.970. The product is [NH2:23][C:12](=[O:13])[CH:11]([F:17])[CH:10]([P:5]([CH:4]([O:19][CH2:20][CH3:21])[O:3][CH2:1][CH3:2])(=[O:6])[O:7][CH2:8][CH3:9])[CH3:18]. The catalyst is C(O)C. (7) The reactants are F.F.F.C(N(CC)CC)C.[Si]([O:28][CH2:29][C@H:30]1[O:34][C@@H:33]([N:35]2[CH:42]=[C:41]([CH3:43])[C:39](=[O:40])[NH:38][C:36]2=[O:37])[C@H:32]([O:44][CH2:45][CH2:46][O:47][N:48]([CH3:50])[CH3:49])[C@@H:31]1[OH:51])(C(C)(C)C)(C1C=CC=CC=1)C1C=CC=CC=1.CO. The catalyst is C1COCC1.C(Cl)Cl. The product is [CH3:49][N:48]([CH3:50])[O:47][CH2:46][CH2:45][O:44][C@@H:32]1[C@H:31]([OH:51])[C@@H:30]([CH2:29][OH:28])[O:34][C@H:33]1[N:35]1[CH:42]=[C:41]([CH3:43])[C:39](=[O:40])[NH:38][C:36]1=[O:37]. The yield is 0.925.